Dataset: Full USPTO retrosynthesis dataset with 1.9M reactions from patents (1976-2016). Task: Predict the reactants needed to synthesize the given product. Given the product [CH3:1][N:2]([CH3:6])[CH2:3][CH2:4][NH:5][C:8]1[N:9]=[N+:10]([O-:22])[C:11]2[C:21]3[CH2:20][CH2:19][CH2:18][CH2:17][C:16]=3[CH:15]=[CH:14][C:12]=2[N:13]=1, predict the reactants needed to synthesize it. The reactants are: [CH3:1][N:2]([CH3:6])[CH2:3][CH2:4][NH2:5].Cl[C:8]1[N:9]=[N+:10]([O-:22])[C:11]2[C:21]3[CH2:20][CH2:19][CH2:18][CH2:17][C:16]=3[CH:15]=[CH:14][C:12]=2[N:13]=1.